Dataset: Catalyst prediction with 721,799 reactions and 888 catalyst types from USPTO. Task: Predict which catalyst facilitates the given reaction. Reactant: [C:1]([O:5][C:6](=[O:14])[NH:7][C:8]1[CH:9]=[N:10][CH:11]=[CH:12][CH:13]=1)([CH3:4])([CH3:3])[CH3:2].CN(C)CCN(C)C.C([Li])CCC.[C:28](=[O:30])=[O:29]. Product: [C:1]([O:5][C:6]([NH:7][C:8]1[CH:9]=[N:10][CH:11]=[CH:12][C:13]=1[C:28]([OH:30])=[O:29])=[O:14])([CH3:4])([CH3:2])[CH3:3]. The catalyst class is: 280.